This data is from Forward reaction prediction with 1.9M reactions from USPTO patents (1976-2016). The task is: Predict the product of the given reaction. Given the reactants [C:1]([C:4]1[CH:5]=[C:6]([NH:10][S:11]([CH2:14][CH2:15][CH3:16])(=[O:13])=[O:12])[CH:7]=[CH:8][CH:9]=1)(=[O:3])[CH3:2].CO[CH:19](OC)[N:20]([CH3:22])[CH3:21].[C:25](OCC)(=O)C.C(OCC)C, predict the reaction product. The product is: [CH3:19][N:20]([CH3:22])[CH:21]=[CH:2][C:1]([C:4]1[CH:5]=[C:6]([N:10]([CH3:25])[S:11]([CH2:14][CH2:15][CH3:16])(=[O:12])=[O:13])[CH:7]=[CH:8][CH:9]=1)=[O:3].